Dataset: Reaction yield outcomes from USPTO patents with 853,638 reactions. Task: Predict the reaction yield, written as a fraction of the theoretical maximum amount of product (1.0 means a 100% yield; for example, 0.34 means a 34% yield). The reactants are [C:1]([C:5]1[CH:6]=[C:7]([CH:10]=[C:11]([C:14]([CH3:17])([CH3:16])[CH3:15])[C:12]=1[OH:13])[CH:8]=O)([CH3:4])([CH3:3])[CH3:2].[Br:18][C:19]1[CH:24]=[CH:23][C:22]([S:25]([CH2:28][C:29]#[N:30])(=[O:27])=[O:26])=[CH:21][CH:20]=1. No catalyst specified. The product is [Br:18][C:19]1[CH:20]=[CH:21][C:22]([S:25]([C:28](=[CH:8][C:7]2[CH:6]=[C:5]([C:1]([CH3:4])([CH3:3])[CH3:2])[C:12]([OH:13])=[C:11]([C:14]([CH3:17])([CH3:16])[CH3:15])[CH:10]=2)[C:29]#[N:30])(=[O:26])=[O:27])=[CH:23][CH:24]=1. The yield is 0.530.